Dataset: Forward reaction prediction with 1.9M reactions from USPTO patents (1976-2016). Task: Predict the product of the given reaction. Given the reactants [F:1][C:2]([F:32])([F:31])[C:3]1[CH:4]=[C:5]([CH2:13][O:14][C@@H:15]2[CH2:21][CH2:20][C@@H:19]3[NH:22][C@@:16]2([C:25]2[CH:30]=[CH:29][CH:28]=[CH:27][CH:26]=2)[CH2:17][C@H:18]3[CH2:23][OH:24])[CH:6]=[C:7]([C:9]([F:12])([F:11])[F:10])[CH:8]=1.CC(OI1(OC(C)=O)(OC(C)=O)OC(=O)C2C=CC=CC1=2)=O.S([O-])(O)=O.[Na+].C(=O)([O-])O.[Na+], predict the reaction product. The product is: [F:11][C:9]([F:10])([F:12])[C:7]1[CH:6]=[C:5]([CH2:13][O:14][C@@H:15]2[CH2:21][CH2:20][C@@H:19]3[NH:22][C@@:16]2([C:25]2[CH:30]=[CH:29][CH:28]=[CH:27][CH:26]=2)[CH2:17][C@H:18]3[CH:23]=[O:24])[CH:4]=[C:3]([C:2]([F:1])([F:31])[F:32])[CH:8]=1.